Dataset: Full USPTO retrosynthesis dataset with 1.9M reactions from patents (1976-2016). Task: Predict the reactants needed to synthesize the given product. (1) Given the product [C:1]([O:5][C:6]1[CH:7]=[C:8]([CH:12]=[CH:13][CH:14]=1)[C:9]([NH:26][C:27]1[CH:48]=[CH:47][CH:46]=[C:29]([O:30][C:31]2[CH:32]=[CH:33][C:34]3[N:35]([CH:37]=[C:38]([NH:40][C:41]([CH:43]4[CH2:44][CH2:45]4)=[O:42])[N:39]=3)[N:36]=2)[CH:28]=1)=[O:11])([CH3:2])([CH3:3])[CH3:4], predict the reactants needed to synthesize it. The reactants are: [C:1]([O:5][C:6]1[CH:7]=[C:8]([CH:12]=[CH:13][CH:14]=1)[C:9]([OH:11])=O)([CH3:4])([CH3:3])[CH3:2].C(Cl)(=O)C(Cl)=O.O1CCCC1.[NH2:26][C:27]1[CH:28]=[C:29]([CH:46]=[CH:47][CH:48]=1)[O:30][C:31]1[CH:32]=[CH:33][C:34]2[N:35]([CH:37]=[C:38]([NH:40][C:41]([CH:43]3[CH2:45][CH2:44]3)=[O:42])[N:39]=2)[N:36]=1. (2) Given the product [C:1]([NH:16][C:14](=[O:15])[C@H:8]([CH2:9][CH2:10][C:11](=[O:13])[NH2:12])[NH2:7])(=[O:4])[CH:2]=[CH2:3], predict the reactants needed to synthesize it. The reactants are: [C:1](Cl)(=[O:4])[CH:2]=[CH2:3].Cl.[NH2:7][C@H:8]([C:14]([NH2:16])=[O:15])[CH2:9][CH2:10][C:11](=[O:13])[NH2:12].C(=O)([O-])[O-].[K+].[K+].N[C@H](C(N)=O)CCC(=O)N. (3) Given the product [CH2:36]([C:38]1[CH:39]=[C:40]([N:47]2[CH2:48][CH2:49][O:50][CH2:51][CH2:52]2)[C:41]([F:46])=[C:42]([CH:43]([C:9]2[N:10]([C:12]([C:25]3[CH:26]=[CH:27][CH:28]=[CH:29][CH:30]=3)([C:13]3[CH:18]=[CH:17][CH:16]=[CH:15][CH:14]=3)[C:19]3[CH:20]=[CH:21][CH:22]=[CH:23][CH:24]=3)[CH:11]=[C:7]([C:1]3[CH:6]=[CH:5][CH:4]=[CH:3][CH:2]=3)[N:8]=2)[OH:44])[CH:45]=1)[CH3:37], predict the reactants needed to synthesize it. The reactants are: [C:1]1([C:7]2[N:8]=[CH:9][N:10]([C:12]([C:25]3[CH:30]=[CH:29][CH:28]=[CH:27][CH:26]=3)([C:19]3[CH:24]=[CH:23][CH:22]=[CH:21][CH:20]=3)[C:13]3[CH:18]=[CH:17][CH:16]=[CH:15][CH:14]=3)[CH:11]=2)[CH:6]=[CH:5][CH:4]=[CH:3][CH:2]=1.[Li]CCCC.[CH2:36]([C:38]1[CH:39]=[C:40]([N:47]2[CH2:52][CH2:51][O:50][CH2:49][CH2:48]2)[C:41]([F:46])=[C:42]([CH:45]=1)[CH:43]=[O:44])[CH3:37]. (4) Given the product [CH3:15][C:16]1[O:20][C:19]([CH2:21][NH:22][C:8]2[CH:7]=[CH:6][C:5]3[C:10](=[CH:11][CH:12]=[CH:13][C:4]=3[NH:1][S:30]([NH:29][C:23]3[CH:28]=[CH:27][CH:26]=[CH:25][CH:24]=3)(=[O:32])=[O:31])[N:9]=2)=[CH:18][CH:17]=1, predict the reactants needed to synthesize it. The reactants are: [N+:1]([C:4]1[CH:13]=[CH:12][CH:11]=[C:10]2[C:5]=1[CH:6]=[CH:7][C:8](Cl)=[N:9]2)([O-])=O.[CH3:15][C:16]1[O:20][C:19]([CH2:21][NH2:22])=[CH:18][CH:17]=1.[C:23]1([NH:29][S:30](Cl)(=[O:32])=[O:31])[CH:28]=[CH:27][CH:26]=[CH:25][CH:24]=1. (5) Given the product [CH2:1]([O:5][C:6]([C:8]1[N:9]=[C:10]([C:27]#[N:28])[C:11]2[C:16]([C:17]=1[OH:18])=[CH:15][CH:14]=[C:13]([S:19][CH:20]1[CH2:25][CH2:24][CH2:23][CH2:22][CH2:21]1)[CH:12]=2)=[O:7])[CH2:2][CH2:3][CH3:4], predict the reactants needed to synthesize it. The reactants are: [CH2:1]([O:5][C:6]([C:8]1[N:9]=[C:10](Br)[C:11]2[C:16]([C:17]=1[OH:18])=[CH:15][CH:14]=[C:13]([S:19][CH:20]1[CH2:25][CH2:24][CH2:23][CH2:22][CH2:21]1)[CH:12]=2)=[O:7])[CH2:2][CH2:3][CH3:4].[C:27]([Cu])#[N:28].Cl.